From a dataset of Catalyst prediction with 721,799 reactions and 888 catalyst types from USPTO. Predict which catalyst facilitates the given reaction. (1) Reactant: [CH3:1][O:2][C:3](=[O:13])[C:4]1[CH:9]=[CH:8][C:7]([NH:10][CH3:11])=[C:6]([NH2:12])[CH:5]=1.[Cl:14][C:15]1[CH:16]=[N:17][CH:18]=[C:19]([Cl:24])[C:20]=1[N:21]=[C:22]=S.C(N=C=NCCCN(C)C)C. Product: [CH3:1][O:2][C:3]([C:4]1[CH:9]=[CH:8][C:7]2[N:10]([CH3:11])[C:22]([NH:21][C:20]3[C:15]([Cl:14])=[CH:16][N:17]=[CH:18][C:19]=3[Cl:24])=[N:12][C:6]=2[CH:5]=1)=[O:13]. The catalyst class is: 13. (2) Reactant: [CH:1]1([CH2:7]Br)[CH2:6][CH2:5][CH2:4][CH2:3][CH2:2]1.[C:9]([O:13][C:14](=[O:32])[CH2:15][NH:16][S:17]([C:20]1[CH:29]=[C:28]2[C:23]([C:24]([Cl:31])=[CH:25][N:26]=[C:27]2[Cl:30])=[CH:22][CH:21]=1)(=[O:19])=[O:18])([CH3:12])([CH3:11])[CH3:10].C([O-])([O-])=O.[K+].[K+]. Product: [C:9]([O:13][C:14](=[O:32])[CH2:15][N:16]([CH2:7][CH:1]1[CH2:6][CH2:5][CH2:4][CH2:3][CH2:2]1)[S:17]([C:20]1[CH:29]=[C:28]2[C:23]([C:24]([Cl:31])=[CH:25][N:26]=[C:27]2[Cl:30])=[CH:22][CH:21]=1)(=[O:19])=[O:18])([CH3:12])([CH3:10])[CH3:11]. The catalyst class is: 31. (3) Reactant: [F:1][C:2]1[CH:3]=[C:4]([S:8]([NH2:11])(=[O:10])=[O:9])[CH:5]=[CH:6][CH:7]=1.[Cl:12][C:13]1[C:22](Cl)=[N:21][C:20]2[C:15](=[CH:16][CH:17]=[CH:18][CH:19]=2)[N:14]=1.C([O-])([O-])=O.[K+].[K+]. Product: [Cl:12][C:13]1[C:22]([NH:11][S:8]([C:4]2[CH:5]=[CH:6][CH:7]=[C:2]([F:1])[CH:3]=2)(=[O:9])=[O:10])=[N:21][C:20]2[C:15]([N:14]=1)=[CH:16][CH:17]=[CH:18][CH:19]=2. The catalyst class is: 3. (4) Reactant: [C:1]([O:5][C:6](=[O:19])[CH2:7][C@@:8]1([CH2:15][N+:16]([O-])=O)[CH2:14][C@@H:13]2[C@H:9]1[CH:10]=[CH:11][CH2:12]2)([CH3:4])([CH3:3])[CH3:2].[Cl-].[NH4+]. Product: [C:1]([O:5][C:6](=[O:19])[CH2:7][C@@:8]1([CH2:15][NH2:16])[CH2:14][C@@H:13]2[C@H:9]1[CH:10]=[CH:11][CH2:12]2)([CH3:2])([CH3:4])[CH3:3]. The catalyst class is: 190. (5) Reactant: [CH2:1]([O:8][C:9]1[CH:10]=[C:11]([CH2:17][CH:18]([NH:25][CH:26]=O)[C:19]([CH3:24])([CH3:23])[CH2:20][O:21][CH3:22])[CH:12]=[CH:13][C:14]=1[O:15][CH3:16])[C:2]1[CH:7]=[CH:6][CH:5]=[CH:4][CH:3]=1.O=P(Cl)(Cl)Cl. Product: [CH2:1]([O:8][C:9]1[CH:10]=[C:11]2[C:12](=[CH:13][C:14]=1[O:15][CH3:16])[CH:26]=[N:25][CH:18]([C:19]([CH3:24])([CH3:23])[CH2:20][O:21][CH3:22])[CH2:17]2)[C:2]1[CH:3]=[CH:4][CH:5]=[CH:6][CH:7]=1. The catalyst class is: 10.